From a dataset of Reaction yield outcomes from USPTO patents with 853,638 reactions. Predict the reaction yield, written as a fraction of the theoretical maximum amount of product (1.0 means a 100% yield; for example, 0.34 means a 34% yield). (1) The reactants are C[O:2][C:3]([C:5]1[N:6]=[N:7][C:8]([Cl:22])=[CH:9][C:10]=1[NH:11][C:12]1[CH:17]=[CH:16][C:15]([O:18][CH3:19])=[C:14]([O:20][CH3:21])[N:13]=1)=O.CO.[NH3:25]. No catalyst specified. The product is [Cl:22][C:8]1[N:7]=[N:6][C:5]([C:3]([NH2:25])=[O:2])=[C:10]([NH:11][C:12]2[CH:17]=[CH:16][C:15]([O:18][CH3:19])=[C:14]([O:20][CH3:21])[N:13]=2)[CH:9]=1. The yield is 0.960. (2) The reactants are [H-].[Na+].[NH:3]1[C:11]2[C:6](=[CH:7][CH:8]=[CH:9][CH:10]=2)[CH2:5][C:4]1=[O:12].[CH2:13]([O:15][C:16]([C:18]1[C:19]([O:36][CH3:37])=[C:20]2[N:25]([CH:26]=1)[N:24]=[CH:23][N:22]=[C:21]2NC1C=CC(C)=C(O)C=1)=[O:17])[CH3:14]. The catalyst is C1COCC1. The product is [CH2:13]([O:15][C:16]([C:18]1[C:19]([O:36][CH3:37])=[C:20]2[N:25]([CH:26]=1)[N:24]=[CH:23][N:22]=[C:21]2[CH:5]1[C:6]2[C:11](=[CH:10][CH:9]=[CH:8][CH:7]=2)[NH:3][C:4]1=[O:12])=[O:17])[CH3:14]. The yield is 0.160. (3) The reactants are [Li]N1C(C)(C)CCCC1(C)C.CC1CCCN(C)C1(C)C.CN(CCN(C)C)C.[Li]CCCC.[NH:35]([C:42]1[N:43]([C:56]2[CH:61]=[CH:60][CH:59]=[CH:58][CH:57]=2)[C:44]2[C:49]([C:50](=[O:52])[CH:51]=1)=[CH:48][C:47]([F:53])=[C:46]([O:54][CH3:55])[N:45]=2)[C:36]1[CH:41]=[CH:40][CH:39]=[CH:38][CH:37]=1.[Br:62]C(Cl)(Cl)C(Cl)(Cl)Br. The catalyst is C1COCC1.O. The product is [NH:35]([C:42]1[N:43]([C:56]2[CH:61]=[CH:60][CH:59]=[CH:58][CH:57]=2)[C:44]2[C:49]([C:50](=[O:52])[CH:51]=1)=[C:48]([Br:62])[C:47]([F:53])=[C:46]([O:54][CH3:55])[N:45]=2)[C:36]1[CH:41]=[CH:40][CH:39]=[CH:38][CH:37]=1. The yield is 0.160. (4) The reactants are [C:1]([C:5]1[CH:10]=[CH:9][C:8]([N+:11]([O-:13])=[O:12])=[CH:7][C:6]=1[CH2:14][NH2:15])([CH3:4])([CH3:3])[CH3:2].[CH3:16][C:17]([O:20][C:21](O[C:21]([O:20][C:17]([CH3:19])([CH3:18])[CH3:16])=[O:22])=[O:22])([CH3:19])[CH3:18]. The catalyst is C1COCC1.O. The product is [C:1]([C:5]1[CH:10]=[CH:9][C:8]([N+:11]([O-:13])=[O:12])=[CH:7][C:6]=1[CH2:14][NH:15][C:21](=[O:22])[O:20][C:17]([CH3:19])([CH3:18])[CH3:16])([CH3:4])([CH3:2])[CH3:3]. The yield is 0.780. (5) The reactants are [H-].[Na+].[CH2:3]([SH:5])[CH3:4].Cl[C:7]1[C:12]([C:13]([OH:15])=[O:14])=[C:11]([CH3:16])[CH:10]=[C:9]([Cl:17])[N:8]=1. The catalyst is C1COCC1. The product is [Cl:17][C:9]1[N:8]=[C:7]([S:5][CH2:3][CH3:4])[C:12]([C:13]([OH:15])=[O:14])=[C:11]([CH3:16])[CH:10]=1. The yield is 0.950.